From a dataset of Reaction yield outcomes from USPTO patents with 853,638 reactions. Predict the reaction yield, written as a fraction of the theoretical maximum amount of product (1.0 means a 100% yield; for example, 0.34 means a 34% yield). (1) The reactants are [CH2:1]([N:4]([C:6]([CH3:13])([CH3:12])[C:7]([O:9][CH2:10][CH3:11])=[O:8])[NH2:5])[CH:2]=[CH2:3].[CH2:14]([N:21]=[C:22]=[O:23])[C:15]1[CH:20]=[CH:19][CH:18]=[CH:17][CH:16]=1. The catalyst is C1COCC1.C(OCC)(=O)C. The product is [CH2:1]([N:4]([C:6]([CH3:12])([CH3:13])[C:7]([O:9][CH2:10][CH3:11])=[O:8])[NH:5][C:22](=[O:23])[NH:21][CH2:14][C:15]1[CH:20]=[CH:19][CH:18]=[CH:17][CH:16]=1)[CH:2]=[CH2:3]. The yield is 0.350. (2) The yield is 0.766. The reactants are C([O:8][C:9]1[C:14](=[O:15])[C:13]([Cl:16])=[CH:12][N:11]([CH3:17])[CH:10]=1)C1C=CC=CC=1.[CH2:18](O)C. The catalyst is Cl. The product is [Cl:16][C:13]1[C:14](=[O:15])[C:9]([OH:8])=[CH:10][N:11]([CH3:17])[C:12]=1[CH3:18]. (3) The reactants are [C:1]1([C@H:7]([NH:34][C:35]([O:37][C@@H:38]2[CH:43]3[CH2:44][CH2:45][N:40]([CH2:41][CH2:42]3)[CH2:39]2)=[O:36])[C:8]2[CH:9]=[C:10]([CH:31]=[CH:32][CH:33]=2)[O:11][CH2:12][C:13]2[CH:18]=[CH:17][C:16]([S:19]([N:22]3[CH2:26][CH2:25][CH2:24][C@H:23]3[C:27]([O:29]C)=[O:28])(=[O:21])=[O:20])=[CH:15][CH:14]=2)[CH:6]=[CH:5][CH:4]=[CH:3][CH:2]=1.[Li+].[OH-].Cl.CN(C=O)C.[Cl:54][C:55]1[CH:56]=[N+:57]([O-:80])[CH:58]=[C:59]([Cl:79])[C:60]=1[CH2:61][C@@H:62]([C:64]1[CH:69]=[CH:68][C:67]([O:70][CH:71]([F:73])[F:72])=[C:66]([O:74][CH2:75][CH:76]2[CH2:78][CH2:77]2)[CH:65]=1)[OH:63].Cl.CN(C)CCCN=C=NCC. The catalyst is C1COCC1.CO.CN(C)C1C=CN=CC=1. The product is [CH:27]([OH:29])=[O:28].[CH:76]1([CH2:75][O:74][C:66]2[CH:65]=[C:64]([C@@H:62]([O:63][C:27]([C@@H:23]3[CH2:24][CH2:25][CH2:26][N:22]3[S:19]([C:16]3[CH:17]=[CH:18][C:13]([CH2:12][O:11][C:10]4[CH:31]=[CH:32][CH:33]=[C:8]([C@H:7]([C:1]5[CH:6]=[CH:5][CH:4]=[CH:3][CH:2]=5)[NH:34][C:35]([O:37][C@@H:38]5[CH:43]6[CH2:42][CH2:41][N:40]([CH2:45][CH2:44]6)[CH2:39]5)=[O:36])[CH:9]=4)=[CH:14][CH:15]=3)(=[O:20])=[O:21])=[O:28])[CH2:61][C:60]3[C:59]([Cl:79])=[CH:58][N+:57]([O-:80])=[CH:56][C:55]=3[Cl:54])[CH:69]=[CH:68][C:67]=2[O:70][CH:71]([F:73])[F:72])[CH2:78][CH2:77]1. The yield is 0.290. (4) The product is [CH3:17][Si:18]([C:21]#[C:22][C:2]1[CH:3]=[C:4]([CH:14]=[CH:15][CH:16]=1)[CH2:5][NH:6][C:7](=[O:13])[O:8][C:9]([CH3:12])([CH3:11])[CH3:10])([CH3:20])[CH3:19]. The catalyst is C(N(CC)CC)C. The reactants are Br[C:2]1[CH:3]=[C:4]([CH:14]=[CH:15][CH:16]=1)[CH2:5][NH:6][C:7](=[O:13])[O:8][C:9]([CH3:12])([CH3:11])[CH3:10].[CH3:17][Si:18]([C:21]#[CH:22])([CH3:20])[CH3:19]. The yield is 0.670.